From a dataset of Full USPTO retrosynthesis dataset with 1.9M reactions from patents (1976-2016). Predict the reactants needed to synthesize the given product. Given the product [Cl:19][C:16]1[C:17]2[C:12](=[CH:11][CH:10]=[C:9]([CH2:8][N:5]3[CH2:6][CH2:7][C@H:3]([NH:2][S:37]([C:29]4[S:28][C:36]5[C:31](=[N:32][CH:33]=[CH:34][CH:35]=5)[CH:30]=4)(=[O:38])=[O:39])[C:4]3=[O:20])[CH:18]=2)[CH:13]=[CH:14][N:15]=1, predict the reactants needed to synthesize it. The reactants are: Cl.[NH2:2][C@H:3]1[CH2:7][CH2:6][N:5]([CH2:8][C:9]2[CH:18]=[C:17]3[C:12]([CH:13]=[CH:14][N:15]=[C:16]3[Cl:19])=[CH:11][CH:10]=2)[C:4]1=[O:20].C(N(CC)CC)C.[S:28]1[C:36]2[C:31](=[N:32][CH:33]=[CH:34][CH:35]=2)[CH:30]=[C:29]1[S:37](Cl)(=[O:39])=[O:38].